From a dataset of TCR-epitope binding with 47,182 pairs between 192 epitopes and 23,139 TCRs. Binary Classification. Given a T-cell receptor sequence (or CDR3 region) and an epitope sequence, predict whether binding occurs between them. (1) The epitope is KMKDLSPRW. The TCR CDR3 sequence is CASSFRTGPDTQYF. Result: 0 (the TCR does not bind to the epitope). (2) The epitope is HPVGEADYFEY. Result: 0 (the TCR does not bind to the epitope). The TCR CDR3 sequence is CASSPAGSSYEQYF. (3) The epitope is RLRAEAQVK. The TCR CDR3 sequence is CASSPPVGNEQFF. Result: 1 (the TCR binds to the epitope). (4) The epitope is YVLDHLIVV. The TCR CDR3 sequence is CASSLGGDKGGDTQYF. Result: 0 (the TCR does not bind to the epitope). (5) The epitope is NLNESLIDL. The TCR CDR3 sequence is CASSLGLAGSDEQYF. Result: 0 (the TCR does not bind to the epitope). (6) The epitope is RLRAEAQVK. The TCR CDR3 sequence is CASRPVSSYNSPLHF. Result: 1 (the TCR binds to the epitope).